From a dataset of Reaction yield outcomes from USPTO patents with 853,638 reactions. Predict the reaction yield, written as a fraction of the theoretical maximum amount of product (1.0 means a 100% yield; for example, 0.34 means a 34% yield). The reactants are [CH:1]([C:4]1[CH:9]=[CH:8][C:7]([CH:10]2[C:14]3[C:15]([CH3:28])=[C:16]([NH:20][C:21](=[O:27])[CH2:22][C:23]([CH3:26])([CH3:25])[CH3:24])[C:17]([CH3:19])=[CH:18][C:13]=3[S:12][CH2:11]2)=[CH:6][CH:5]=1)([CH3:3])[CH3:2].CCCCCC.[C:35](OCC)(=[O:37])C. No catalyst specified. The product is [CH:35]([C:18]1[C:13]2[S:12][CH2:11][CH:10]([C:7]3[CH:6]=[CH:5][C:4]([CH:1]([CH3:2])[CH3:3])=[CH:9][CH:8]=3)[C:14]=2[C:15]([CH3:28])=[C:16]([NH:20][C:21](=[O:27])[CH2:22][C:23]([CH3:26])([CH3:25])[CH3:24])[C:17]=1[CH3:19])=[O:37]. The yield is 0.650.